This data is from Human liver microsome stability data. The task is: Regression/Classification. Given a drug SMILES string, predict its absorption, distribution, metabolism, or excretion properties. Task type varies by dataset: regression for continuous measurements (e.g., permeability, clearance, half-life) or binary classification for categorical outcomes (e.g., BBB penetration, CYP inhibition). Dataset: hlm. (1) The drug is CCCN(CCC)Cc1c(C(=O)NN=Cc2ccc(N(CC)CC)cc2O)nnn1-c1nonc1N. The result is 1 (stable in human liver microsomes). (2) The compound is O=C(Cc1cc(C(F)(F)F)cc(C(F)(F)F)c1)Nc1ccc(NC(=O)c2cscn2)cc1. The result is 0 (unstable in human liver microsomes). (3) The compound is COc1cccc(CN2C(=O)CN(C(=O)c3cc4cc(OC)ccc4o3)C[C@@H]2CCc2ccccc2)c1. The result is 1 (stable in human liver microsomes). (4) The drug is CS(=O)(=O)c1ccc(-c2nnc(SCc3nnc(-c4ccc(Cl)cc4)o3)n2-c2ccccc2Cl)nc1. The result is 1 (stable in human liver microsomes). (5) The drug is CC(C)n1ccnc1N=C(Nc1ccc(Cl)c(Cl)c1)NC(C)(C)C. The result is 0 (unstable in human liver microsomes). (6) The drug is CS(=O)(=O)Nc1ccc2c(c1)S(=O)(=O)NC(c1c(O)c(-c3cccs3)nn(CCC3CCCCC3)c1=O)=N2. The result is 0 (unstable in human liver microsomes). (7) The drug is COc1cnc(O[C@@H]2C[C@@H](C(=O)N[C@]3(C(=O)NS(=O)(=O)C4CC4)C[C@H]3C(F)(F)F)N(C(=O)[C@@H](NC(=O)OC(C)(C)C)C(C)(C)C)C2)c2cc(Cl)ccc12. The result is 0 (unstable in human liver microsomes).